Dataset: Reaction yield outcomes from USPTO patents with 853,638 reactions. Task: Predict the reaction yield, written as a fraction of the theoretical maximum amount of product (1.0 means a 100% yield; for example, 0.34 means a 34% yield). The reactants are [Cl:1][C:2]1[CH:7]=[CH:6][C:5]([C:8]2[CH:13]=[CH:12][NH:11][C:10](=[O:14])[CH:9]=2)=[C:4]([O:15][CH3:16])[CH:3]=1.Br[C:18]1[CH:19]=[CH:20][C:21]2[C:22]3[CH2:31][N:30]([C:32]([O:34][C:35]([CH3:38])([CH3:37])[CH3:36])=[O:33])[CH2:29][CH2:28][C:23]=3[N:24]([CH3:27])[C:25]=2[CH:26]=1.OC1C=CC=C2C=1N=CC=C2.C([O-])([O-])=O.[Cs+].[Cs+]. The catalyst is CS(C)=O.[Cu]I. The product is [Cl:1][C:2]1[CH:7]=[CH:6][C:5]([C:8]2[CH:13]=[CH:12][N:11]([C:18]3[CH:19]=[CH:20][C:21]4[C:22]5[CH2:31][N:30]([C:32]([O:34][C:35]([CH3:38])([CH3:37])[CH3:36])=[O:33])[CH2:29][CH2:28][C:23]=5[N:24]([CH3:27])[C:25]=4[CH:26]=3)[C:10](=[O:14])[CH:9]=2)=[C:4]([O:15][CH3:16])[CH:3]=1. The yield is 0.440.